Task: Predict the product of the given reaction.. Dataset: Forward reaction prediction with 1.9M reactions from USPTO patents (1976-2016) (1) Given the reactants [NH2:1][C:2]1[N:6]([C:7]2[CH:8]=[C:9]([CH:16]=[CH:17][C:18]=2[CH3:19])[C:10]([NH:12][CH:13]2[CH2:15][CH2:14]2)=[O:11])[N:5]=[CH:4][C:3]=1[C:20](=[O:29])C1C=CC=CC=1OC.[Li+].[OH-:31].Cl, predict the reaction product. The product is: [NH2:1][C:2]1[N:6]([C:7]2[CH:8]=[C:9]([C:10](=[O:11])[NH:12][CH:13]3[CH2:14][CH2:15]3)[CH:16]=[CH:17][C:18]=2[CH3:19])[N:5]=[CH:4][C:3]=1[C:20]([OH:29])=[O:31]. (2) Given the reactants [O:1]1[CH:5]=[CH:4][C:3]([NH:6][C:7](=[O:13])[O:8][C:9]([CH3:12])([CH3:11])[CH3:10])=[CH:2]1.[Li]CCCC.[C:19](=O)([O:22]C)[O:20][CH3:21], predict the reaction product. The product is: [C:9]([O:8][C:7]([NH:6][C:3]1[CH:4]=[CH:5][O:1][C:2]=1[C:19]([O:20][CH3:21])=[O:22])=[O:13])([CH3:10])([CH3:12])[CH3:11]. (3) The product is: [O:1]=[C:2]1[C:8]2[N:9]([CH2:15][C:16]3[CH:37]=[CH:36][C:19]4/[C:20](=[CH:29]/[C:30]5[NH:34][C:33](=[O:35])[O:32][N:31]=5)/[C:21]5[CH:28]=[CH:27][CH:26]=[CH:25][C:22]=5[CH2:23][CH2:24][C:18]=4[CH:17]=3)[C:10]([CH2:12][CH2:13][CH3:14])=[N:11][C:7]=2[CH2:6][CH2:5][CH2:4][CH2:3]1. Given the reactants [O:1]=[C:2]1[C:8]2[N:9]([CH2:15][C:16]3[CH:37]=[CH:36][C:19]4/[C:20](=[CH:29]/[C:30]5[NH:34][C:33](=[O:35])[O:32][N:31]=5)/[C:21]5[CH:28]=[CH:27][CH:26]=[CH:25][C:22]=5[CH2:23][CH2:24][C:18]=4[CH:17]=3)[C:10]([CH2:12][CH2:13][CH3:14])=[N:11][C:7]=2[CH:6]=[CH:5][CH:4]=[CH:3]1, predict the reaction product. (4) The product is: [CH2:34]([CH:17]([CH2:15][CH3:16])[C:18]([NH:20][C:21]1[CH:26]=[CH:25][C:24]([N:27]2[CH2:28][CH2:29][N:30]([CH:2]([C:8]3[CH:13]=[CH:12][CH:11]=[C:10]([F:14])[CH:9]=3)[C:3]3[O:4][CH:5]=[CH:6][N:7]=3)[CH2:31][CH2:32]2)=[C:23]([F:33])[CH:22]=1)=[O:19])[CH3:35]. Given the reactants Cl[CH:2]([C:8]1[CH:13]=[CH:12][CH:11]=[C:10]([F:14])[CH:9]=1)[C:3]1[O:4][CH:5]=[CH:6][N:7]=1.[CH2:15]([CH:17]([CH2:34][CH3:35])[C:18]([NH:20][C:21]1[CH:26]=[CH:25][C:24]([N:27]2[CH2:32][CH2:31][NH:30][CH2:29][CH2:28]2)=[C:23]([F:33])[CH:22]=1)=[O:19])[CH3:16].C([O-])([O-])=O.[Cs+].[Cs+], predict the reaction product. (5) Given the reactants [Cl:1][C:2]1[CH:3]=[N:4][CH:5]=[C:6]([O:10][C:11]2[CH:16]=[CH:15][CH:14]=[CH:13][N:12]=2)[C:7]=1[CH2:8]O.O=S(Cl)[Cl:19].C(N1C=CN=C1SC1C=NC=C(Cl)C=1CCl)CCC, predict the reaction product. The product is: [Cl:1][C:2]1[CH:3]=[N:4][CH:5]=[C:6]([O:10][C:11]2[CH:16]=[CH:15][CH:14]=[CH:13][N:12]=2)[C:7]=1[CH2:8][Cl:19]. (6) Given the reactants [C:1]1([C:7]2[NH:11][N:10]=[C:9]([C:12]([NH:14][CH2:15][C:16]([OH:18])=O)=[O:13])[CH:8]=2)[CH:6]=[CH:5][CH:4]=[CH:3][CH:2]=1.CCN(C(C)C)C(C)C.C1C=CC2N(O)N=NC=2C=1.CCN=C=NCCCN(C)C.Cl.FC(F)(F)C(O)=O.[Br:57][C:58]1[CH:70]=[CH:69][CH:68]=[CH:67][C:59]=1[O:60][CH:61]1[CH2:66][CH2:65][NH:64][CH2:63][CH2:62]1, predict the reaction product. The product is: [Br:57][C:58]1[CH:70]=[CH:69][CH:68]=[CH:67][C:59]=1[O:60][CH:61]1[CH2:66][CH2:65][N:64]([C:16](=[O:18])[CH2:15][NH:14][C:12]([C:9]2[CH:8]=[C:7]([C:1]3[CH:2]=[CH:3][CH:4]=[CH:5][CH:6]=3)[NH:11][N:10]=2)=[O:13])[CH2:63][CH2:62]1. (7) The product is: [O:64]=[S:59]1(=[O:63])[CH2:58][C@@H:57]2[CH2:62][C@H:60]1[CH2:61][N:56]2[CH2:55][CH2:54][NH:1][C@:2]12[CH2:43][CH2:42][C@@H:41]([C:44]([CH3:46])=[CH2:45])[C@@H:3]1[C@@H:4]1[C@@:17]([CH3:20])([CH2:18][CH2:19]2)[C@@:16]2([CH3:21])[C@@H:7]([C@:8]3([CH3:40])[C@@H:13]([CH2:14][CH2:15]2)[C:12]([CH3:23])([CH3:22])[C:11]([C:24]2[CH2:29][CH2:28][C@@H:27]([C:30]([O:32][CH2:33][C:34]4[CH:35]=[CH:36][CH:37]=[CH:38][CH:39]=4)=[O:31])[CH2:26][CH:25]=2)=[CH:10][CH2:9]3)[CH2:6][CH2:5]1. Given the reactants [NH2:1][C@:2]12[CH2:43][CH2:42][C@@H:41]([C:44]([CH3:46])=[CH2:45])[C@@H:3]1[C@@H:4]1[C@@:17]([CH3:20])([CH2:18][CH2:19]2)[C@@:16]2([CH3:21])[C@@H:7]([C@:8]3([CH3:40])[C@@H:13]([CH2:14][CH2:15]2)[C:12]([CH3:23])([CH3:22])[C:11]([C:24]2[CH2:29][CH2:28][C@@H:27]([C:30]([O:32][CH2:33][C:34]4[CH:39]=[CH:38][CH:37]=[CH:36][CH:35]=4)=[O:31])[CH2:26][CH:25]=2)=[CH:10][CH2:9]3)[CH2:6][CH2:5]1.P(=O)(O)(O)O.[K].Cl[CH2:54][CH2:55][N:56]1[CH2:61][C@@H:60]2[CH2:62][C@H:57]1[CH2:58][S:59]2(=[O:64])=[O:63].[I-].[K+], predict the reaction product. (8) The product is: [CH3:1][O:2][CH2:3][CH:4]([NH:16][C:17]([C:19]1[CH:24]=[CH:23][N:22]=[C:21]([C:25]2[NH:29][N:28]=[CH:27][CH:26]=2)[N:20]=1)=[O:18])[C:5]1[CH:6]=[CH:7][C:8]([O:11][C:12]([F:15])([F:14])[F:13])=[CH:9][CH:10]=1. Given the reactants [CH3:1][O:2][CH2:3][CH:4]([NH:16][C:17]([C:19]1[CH:24]=[CH:23][N:22]=[C:21]([C:25]2[N:29](C3CCCCO3)[N:28]=[CH:27][CH:26]=2)[N:20]=1)=[O:18])[C:5]1[CH:10]=[CH:9][C:8]([O:11][C:12]([F:15])([F:14])[F:13])=[CH:7][CH:6]=1.Cl.CO, predict the reaction product. (9) The product is: [C:18]1([CH2:24][C:25]([NH:27][C@@H:28]2[C:56](=[O:57])[N:30]3[C:31]([C:40]([O:42][CH:43]([C:44]4[CH:45]=[CH:46][CH:47]=[CH:48][CH:49]=4)[C:50]4[CH:51]=[CH:52][CH:53]=[CH:54][CH:55]=4)=[O:41])=[C:32]([S:12][C:9]4[S:10][CH:11]=[C:7]([C:4]5[CH:3]=[CH:2][N:1]=[CH:6][CH:5]=5)[N:8]=4)[CH2:33][S:34][C@H:29]23)=[O:26])[CH:23]=[CH:22][CH:21]=[CH:20][CH:19]=1. Given the reactants [N:1]1[CH:6]=[CH:5][C:4]([C:7]2[N:8]=[C:9]([SH:12])[S:10][CH:11]=2)=[CH:3][CH:2]=1.C[O-].[Na+].CO.[C:18]1([CH2:24][C:25]([NH:27][C@@H:28]2[C:56](=[O:57])[N:30]3[C:31]([C:40]([O:42][CH:43]([C:50]4[CH:55]=[CH:54][CH:53]=[CH:52][CH:51]=4)[C:44]4[CH:49]=[CH:48][CH:47]=[CH:46][CH:45]=4)=[O:41])=[C:32](OS(C)(=O)=O)[CH2:33][S:34][C@H:29]23)=[O:26])[CH:23]=[CH:22][CH:21]=[CH:20][CH:19]=1.C(O)(=O)C, predict the reaction product.